Dataset: Full USPTO retrosynthesis dataset with 1.9M reactions from patents (1976-2016). Task: Predict the reactants needed to synthesize the given product. (1) Given the product [CH2:29]([O:28][C:26](=[O:27])[CH2:25][CH:3]1[S:2](=[O:1])(=[O:15])[CH2:7][CH2:6][N:5]([C:8]([O:10][C:11]([CH3:12])([CH3:14])[CH3:13])=[O:9])[CH2:4]1)[CH3:30], predict the reactants needed to synthesize it. The reactants are: [O:1]=[S:2]1(=[O:15])[CH2:7][CH2:6][N:5]([C:8]([O:10][C:11]([CH3:14])([CH3:13])[CH3:12])=[O:9])[CH2:4][CH2:3]1.[Li+].CC([N-]C(C)C)C.Br[CH2:25][C:26]([O:28][CH2:29][CH3:30])=[O:27].[NH4+].[Cl-]. (2) The reactants are: [H-].[Na+].C1OCCOCCOCCOCCOCCOC1.[CH3:21][C:22]([CH3:50])([CH3:49])[CH2:23][N:24]1[C:28]2[N:29]=[C:30]([C:33]#[N:34])[N:31]=[CH:32][C:27]=2[CH:26]=[C:25]1[CH2:35][N:36]1[C:40](=[O:41])[C:39]2([CH2:46][CH2:45][NH:44][CH2:43][CH2:42]2)[N:38]([CH3:47])[C:37]1=[O:48].Br[CH2:52][CH2:53][CH3:54]. Given the product [CH3:21][C:22]([CH3:50])([CH3:49])[CH2:23][N:24]1[C:28]2[N:29]=[C:30]([C:33]#[N:34])[N:31]=[CH:32][C:27]=2[CH:26]=[C:25]1[CH2:35][N:36]1[C:40](=[O:41])[C:39]2([CH2:42][CH2:43][N:44]([CH2:52][CH2:53][CH3:54])[CH2:45][CH2:46]2)[N:38]([CH3:47])[C:37]1=[O:48], predict the reactants needed to synthesize it.